The task is: Regression. Given a peptide amino acid sequence and an MHC pseudo amino acid sequence, predict their binding affinity value. This is MHC class II binding data.. This data is from Peptide-MHC class II binding affinity with 134,281 pairs from IEDB. (1) The MHC is DRB1_1501 with pseudo-sequence DRB1_1501. The binding affinity (normalized) is 0. The peptide sequence is ITKLGAKPDGKTDCT. (2) The peptide sequence is QFELYKRTDIVEVDR. The MHC is DRB1_0701 with pseudo-sequence DRB1_0701. The binding affinity (normalized) is 0.616.